From a dataset of Forward reaction prediction with 1.9M reactions from USPTO patents (1976-2016). Predict the product of the given reaction. (1) The product is: [O:19]1[C:28]2[C:23](=[CH:24][CH:25]=[CH:26][CH:27]=2)[CH2:22][CH:21]([C:29]2[N:17]([CH2:16][CH2:15][N:14]([CH3:18])[CH3:13])[C:6]3[CH:7]=[C:2]([C:35]4[CH:36]=[CH:37][N:32]=[CH:33][CH:34]=4)[C:3]([F:12])=[CH:4][C:5]=3[N:9]=2)[CH2:20]1. Given the reactants Br[C:2]1[CH:7]=[C:6](F)[C:5]([N+:9]([O-])=O)=[CH:4][C:3]=1[F:12].[CH3:13][N:14]([CH3:18])[CH2:15][CH2:16][NH2:17].[O:19]1[C:28]2[C:23](=[CH:24][CH:25]=[CH:26][CH:27]=2)[CH2:22][CH:21]([C:29](O)=O)[CH2:20]1.[N:32]1[CH:37]=[CH:36][C:35](B([O-])[O-])=[CH:34][CH:33]=1, predict the reaction product. (2) Given the reactants [C:1]([O:5][C:6](=[O:21])[CH2:7][N:8]1[C:16]2[C:11](=[N:12][CH:13]=[CH:14][CH:15]=2)[CH:10]=[C:9]1[CH2:17][CH2:18][CH2:19][OH:20])([CH3:4])([CH3:3])[CH3:2].[CH3:22][OH:23].[Cr](O[Cr]([O-])(=O)=O)([O-])(=O)=O.[NH+]1C=CC=CC=1.[NH+]1C=CC=CC=1.C([O-])([O-])=O.[Na+].[Na+], predict the reaction product. The product is: [CH3:22][O:23][C:19](=[O:20])[CH2:18][CH2:17][C:9]1[N:8]([CH2:7][C:6]([O:5][C:1]([CH3:3])([CH3:2])[CH3:4])=[O:21])[C:16]2[C:11](=[N:12][CH:13]=[CH:14][CH:15]=2)[CH:10]=1. (3) Given the reactants C[Si](C)(C)[O:3][C@@H:4]1[C@H:8]([O:9][Si](C)(C)C)[C@@H:7]([CH2:14][O:15][Si](C)(C)C)[O:6][C@H:5]1[N:20]1[CH:28]=[N:27][C:26]2[C:21]1=[N:22][C:23]([NH:30][C:31](=[O:40])[C:32]1[CH:37]=[CH:36][CH:35]=[CH:34][C:33]=1[O:38][CH3:39])=[N:24][C:25]=2[OH:29].C(O)(C(F)(F)F)=O, predict the reaction product. The product is: [OH:3][C@@H:4]1[C@H:8]([OH:9])[C@@H:7]([CH2:14][OH:15])[O:6][C@H:5]1[N:20]1[CH:28]=[N:27][C:26]2[C:21]1=[N:22][C:23]([NH:30][C:31](=[O:40])[C:32]1[CH:37]=[CH:36][CH:35]=[CH:34][C:33]=1[O:38][CH3:39])=[N:24][C:25]=2[OH:29]. (4) Given the reactants [CH2:1]([N:8]([CH2:13][C:14]1[CH:19]=[CH:18][CH:17]=[CH:16][CH:15]=1)[C:9](=[O:12])[CH:10]=[CH2:11])[C:2]1[CH:7]=[CH:6][CH:5]=[CH:4][CH:3]=1.F[C:21](F)(F)[C:22](O)=O, predict the reaction product. The product is: [CH2:13]([N:8]([CH2:1][C:2]1[CH:3]=[CH:4][CH:5]=[CH:6][CH:7]=1)[C:9]([CH:10]1[CH2:2][CH2:1][N:8]([CH:9]([C:22]2[CH:21]=[CH:6][CH:5]=[CH:4][CH:3]=2)[CH3:10])[CH2:11]1)=[O:12])[C:14]1[CH:19]=[CH:18][CH:17]=[CH:16][CH:15]=1. (5) Given the reactants [Cl:1][C:2]1[CH:7]=[C:6]([Cl:8])[CH:5]=[CH:4][C:3]=1C1C(C)=NC=C(C)N=1.Cl[C:18]1[C:19]([CH2:26][CH3:27])=[N:20][CH:21]=[C:22]([CH2:24][CH3:25])[N:23]=1, predict the reaction product. The product is: [Cl:1][C:2]1[CH:7]=[C:6]([Cl:8])[CH:5]=[CH:4][C:3]=1[C:18]1[C:19]([CH2:26][CH3:27])=[N:20][CH:21]=[C:22]([CH2:24][CH3:25])[N:23]=1. (6) Given the reactants [C:1]1([C@@H:7]([NH:9][C:10]2[CH2:15][CH2:14][O:13][CH2:12][C:11]=2[C:16]([O:18][CH2:19][CH3:20])=[O:17])[CH3:8])[CH:6]=[CH:5][CH:4]=[CH:3][CH:2]=1.CC(O)=O, predict the reaction product. The product is: [C:1]1([C@@H:7]([NH:9][C@H:10]2[CH2:15][CH2:14][O:13][CH2:12][C@H:11]2[C:16]([O:18][CH2:19][CH3:20])=[O:17])[CH3:8])[CH:6]=[CH:5][CH:4]=[CH:3][CH:2]=1. (7) Given the reactants C1(P(C2CCCCC2)C2C=CC=CC=2C2C(OC)=CC=CC=2OC)CCCCC1.C([Zn][C:33]#[N:34])#N.Cl[C:36]1[CH:37]=[C:38]([O:46][CH3:47])[C:39]([C:42]([O:44][CH3:45])=[O:43])=[N:40][CH:41]=1, predict the reaction product. The product is: [C:41]([C:36]1[CH:37]=[C:38]([O:46][CH3:47])[C:39]([C:42]([O:44][CH3:45])=[O:43])=[N:34][CH:33]=1)#[N:40].